Dataset: Full USPTO retrosynthesis dataset with 1.9M reactions from patents (1976-2016). Task: Predict the reactants needed to synthesize the given product. (1) Given the product [CH2:26]([O:28][C:29]([C:31]1([C:35]2[CH:40]=[CH:39][C:38]([C:20]3[CH:21]=[CH:22][C:17]([C:16]4[O:15][N:14]=[C:13]([CH3:24])[C:12]=4[NH:11][C:10]([O:9][C@@H:7]([C:1]4[CH:6]=[CH:5][CH:4]=[CH:3][CH:2]=4)[CH3:8])=[O:25])=[CH:18][CH:19]=3)=[CH:37][CH:36]=2)[CH2:32][CH2:33][CH2:34]1)=[O:30])[CH3:27], predict the reactants needed to synthesize it. The reactants are: [C:1]1([C@H:7]([O:9][C:10](=[O:25])[NH:11][C:12]2[C:13]([CH3:24])=[N:14][O:15][C:16]=2[C:17]2[CH:22]=[CH:21][C:20](Br)=[CH:19][CH:18]=2)[CH3:8])[CH:6]=[CH:5][CH:4]=[CH:3][CH:2]=1.[CH2:26]([O:28][C:29]([C:31]1([C:35]2[CH:40]=[CH:39][C:38](B3OC(C)(C)C(C)(C)O3)=[CH:37][CH:36]=2)[CH2:34][CH2:33][CH2:32]1)=[O:30])[CH3:27]. (2) Given the product [Cl:1][C:2]1[CH:22]=[C:21]([C:24]#[C:25][CH2:26][CH2:27][CH2:28][CH3:29])[CH:20]=[CH:19][C:3]=1[CH2:4][N:5]1[C:9]2=[N:10][C:11]([C:14]([O:16][CH3:17])=[O:15])=[CH:12][CH:13]=[C:8]2[N:7]=[C:6]1[CH3:18], predict the reactants needed to synthesize it. The reactants are: [Cl:1][C:2]1[CH:22]=[C:21](I)[CH:20]=[CH:19][C:3]=1[CH2:4][N:5]1[C:9]2=[N:10][C:11]([C:14]([O:16][CH3:17])=[O:15])=[CH:12][CH:13]=[C:8]2[N:7]=[C:6]1[CH3:18].[CH:24]#[C:25][CH2:26][CH2:27][CH2:28][CH3:29].C1(P(C2C=CC=CC=2)C2C=CC=CC=2)C=CC=CC=1.C(N(CCCC)CCCC)CCC. (3) Given the product [Cl:7][C:8]1[CH:15]=[C:14]([Cl:16])[CH:13]=[CH:12][C:9]=1[CH2:10][N:4]1[CH:5]=[CH:6][C:2]([NH2:1])=[N:3]1, predict the reactants needed to synthesize it. The reactants are: [NH2:1][C:2]1[CH:6]=[CH:5][NH:4][N:3]=1.[Cl:7][C:8]1[CH:15]=[C:14]([Cl:16])[CH:13]=[CH:12][C:9]=1[CH2:10]Br. (4) The reactants are: [Cl:1][C:2]1[N:3]=[N:4][C:5](Cl)=[CH:6][CH:7]=1.[OH:9][C:10]1[CH:17]=[CH:16][C:13]([CH:14]=[O:15])=[CH:12][CH:11]=1.C(=O)([O-])[O-].[K+].[K+].CN(C)C=O. Given the product [Cl:1][C:2]1[N:3]=[N:4][C:5]([O:9][C:10]2[CH:17]=[CH:16][C:13]([CH:14]=[O:15])=[CH:12][CH:11]=2)=[CH:6][CH:7]=1, predict the reactants needed to synthesize it.